This data is from Forward reaction prediction with 1.9M reactions from USPTO patents (1976-2016). The task is: Predict the product of the given reaction. (1) Given the reactants [OH2:1].[PH2]([O-])=O.C([NH+](CC)CC)C.[Cl:12][C:13]1[CH:18]=[C:17]([C:19]#N)[CH:16]=[CH:15][C:14]=1[N:21]1[C:25]2[C:26]3[S:30][C:29]([NH:31][C:32](=[O:34])[CH3:33])=[N:28][C:27]=3[CH2:35][CH2:36][C:24]=2[C:23]([C:37]2[CH:38]=[N:39][CH:40]=[CH:41][CH:42]=2)=[N:22]1, predict the reaction product. The product is: [Cl:12][C:13]1[CH:18]=[C:17]([CH:19]=[O:1])[CH:16]=[CH:15][C:14]=1[N:21]1[C:25]2[C:26]3[S:30][C:29]([NH:31][C:32](=[O:34])[CH3:33])=[N:28][C:27]=3[CH2:35][CH2:36][C:24]=2[C:23]([C:37]2[CH:38]=[N:39][CH:40]=[CH:41][CH:42]=2)=[N:22]1. (2) Given the reactants [NH2:1][C@@H:2]1[CH2:7][CH2:6][N:5]([CH2:8][C:9]2[CH:14]=[CH:13][CH:12]=[CH:11][CH:10]=2)[CH2:4][C@H:3]1[OH:15].Cl[C:17]1[C:18]2[CH:25]=[C:24]([CH2:26][C:27]([F:30])([F:29])[F:28])[S:23][C:19]=2[N:20]=[CH:21][N:22]=1.C(N(CC)C(C)C)(C)C, predict the reaction product. The product is: [CH2:8]([N:5]1[CH2:6][CH2:7][C@@H:2]([NH:1][C:17]2[C:18]3[CH:25]=[C:24]([CH2:26][C:27]([F:30])([F:29])[F:28])[S:23][C:19]=3[N:20]=[CH:21][N:22]=2)[C@H:3]([OH:15])[CH2:4]1)[C:9]1[CH:10]=[CH:11][CH:12]=[CH:13][CH:14]=1. (3) The product is: [CH2:1]([O:3][C:4](=[O:31])[CH:5]([NH2:16])[C:6]1[CH:11]=[CH:10][C:9]([O:12][CH3:13])=[CH:8][C:7]=1[O:14][CH3:15])[CH3:2]. Given the reactants [CH2:1]([O:3][C:4](=[O:31])[CH:5]([N:16](CC1C=CC=CC=1)CC1C=CC=CC=1)[C:6]1[CH:11]=[CH:10][C:9]([O:12][CH3:13])=[CH:8][C:7]=1[O:14][CH3:15])[CH3:2], predict the reaction product. (4) The product is: [N:1]([C@@H:4]1[C@H:5]2[O:11][CH2:10][C@H:9]([N:12]3[CH:17]=[C:16]([CH2:15][CH:18]4[CH2:23][CH2:22][CH2:21][CH2:20][CH2:19]4)[N:14]=[N:13]3)[C@H:6]2[O:7][CH2:8]1)=[N+:2]=[N-:3]. Given the reactants [N:1]([C@H:4]1[CH2:8][O:7][C@@H:6]2[C@@H:9]([N:12]=[N+:13]=[N-:14])[CH2:10][O:11][C@H:5]12)=[N+:2]=[N-:3].[CH2:15]([CH:18]1[CH2:23][CH2:22][CH2:21][CH2:20][CH2:19]1)[C:16]#[CH:17].O=C1O[C@H]([C@H](CO)O)C([O-])=C1O.[Na+].C(O)(C)(C)C, predict the reaction product.